This data is from Forward reaction prediction with 1.9M reactions from USPTO patents (1976-2016). The task is: Predict the product of the given reaction. (1) Given the reactants Br[C:2]1[CH:25]=[CH:24][C:5]([CH2:6][C:7]2[C:8](=[O:23])[N:9]([CH:17]3[CH2:22][CH2:21][O:20][CH2:19][CH2:18]3)[C:10]([CH3:16])=[N:11][C:12]=2[CH2:13][CH2:14][CH3:15])=[CH:4][CH:3]=1.[C:26]([C:28]1[CH:33]=[CH:32][CH:31]=[CH:30][C:29]=1B(O)O)#[N:27].C(=O)([O-])[O-].[Na+].[Na+].O1CCOCC1, predict the reaction product. The product is: [CH3:16][C:10]1[N:9]([CH:17]2[CH2:22][CH2:21][O:20][CH2:19][CH2:18]2)[C:8](=[O:23])[C:7]([CH2:6][C:5]2[CH:24]=[CH:25][C:2]([C:29]3[C:28]([C:26]#[N:27])=[CH:33][CH:32]=[CH:31][CH:30]=3)=[CH:3][CH:4]=2)=[C:12]([CH2:13][CH2:14][CH3:15])[N:11]=1. (2) Given the reactants [CH3:1][NH:2][C:3]1[CH:10]=[CH:9][C:6]([C:7]#[N:8])=[CH:5][C:4]=1[N+:11]([O-])=O, predict the reaction product. The product is: [NH2:11][C:4]1[CH:5]=[C:6]([CH:9]=[CH:10][C:3]=1[NH:2][CH3:1])[C:7]#[N:8]. (3) Given the reactants [CH3:1][O:2][C:3]([C:5]1[C:9]2[CH:10]=[CH:11][C:12](OS(C(F)(F)F)(=O)=O)=[CH:13][C:8]=2[O:7][C:6]=1[CH3:22])=[O:4].[B:23]1([B:23]2[O:27][C:26]([CH3:29])([CH3:28])[C:25]([CH3:31])([CH3:30])[O:24]2)[O:27][C:26]([CH3:29])([CH3:28])[C:25]([CH3:31])([CH3:30])[O:24]1.[F-].[Cs+], predict the reaction product. The product is: [CH3:1][O:2][C:3]([C:5]1[C:9]2[CH:10]=[CH:11][C:12]([B:23]3[O:27][C:26]([CH3:29])([CH3:28])[C:25]([CH3:31])([CH3:30])[O:24]3)=[CH:13][C:8]=2[O:7][C:6]=1[CH3:22])=[O:4]. (4) Given the reactants [CH3:1][O:2][C:3](=[O:17])[C:4]1[C:9]([N+:10]([O-:12])=[O:11])=[CH:8][CH:7]=[C:6]([F:13])[C:5]=1[CH2:14][CH2:15]O.[Na].[Br-].[Na+].Cl[N:22]1C(=[O:28])N(Cl)C(=O)N(Cl)[C:23]1=O.C[C:34](C)=[O:35], predict the reaction product. The product is: [F:13][C:6]1[CH:7]=[CH:8][C:9]([N+:10]([O-:12])=[O:11])=[C:4]2[C:5]=1[CH2:14][CH2:15][N:22]([CH3:23])[C:3]2=[O:2].[CH3:1][O:2][C:3](=[O:17])[C:4]1[C:9]([N+:10]([O-:12])=[O:11])=[CH:8][CH:7]=[C:6]([F:13])[C:5]=1[CH2:14][CH2:15][C:34]([OH:35])=[O:28]. (5) The product is: [NH:14]1[C:15]2[CH:29]=[CH:28][CH:27]=[CH:26][C:16]=2[N:17]=[C:13]1[CH2:12][N:11]([CH2:30][C:31]1[CH:32]=[CH:33][C:34]([CH2:35][NH:36][S:37]([C:40]2[CH:45]=[CH:44][CH:43]=[CH:42][N:41]=2)(=[O:38])=[O:39])=[CH:46][CH:47]=1)[CH:9]1[C:10]2[N:1]=[CH:2][CH:3]=[CH:4][C:5]=2[CH2:6][CH2:7][CH2:8]1. Given the reactants [N:1]1[C:10]2[CH:9]([N:11]([CH2:30][C:31]3[CH:47]=[CH:46][C:34]([CH2:35][NH:36][S:37]([C:40]4[CH:45]=[CH:44][CH:43]=[CH:42][N:41]=4)(=[O:39])=[O:38])=[CH:33][CH:32]=3)[CH2:12][C:13]3[N:17](COCC[Si](C)(C)C)[C:16]4[CH:26]=[CH:27][CH:28]=[CH:29][C:15]=4[N:14]=3)[CH2:8][CH2:7][CH2:6][C:5]=2[CH:4]=[CH:3][CH:2]=1.Cl, predict the reaction product. (6) Given the reactants [C:1]([O:5][C:6]([C:8]1[O:9][C:10]2[CH:17]=[CH:16][C:15]([CH2:18][OH:19])=[C:14]([OH:20])[C:11]=2[C:12]=1[CH3:13])=[O:7])([CH3:4])([CH3:3])[CH3:2].IC.[C:23]([O-])([O-])=O.[K+].[K+], predict the reaction product. The product is: [C:1]([O:5][C:6]([C:8]1[O:9][C:10]2[CH:17]=[CH:16][C:15]([CH2:18][OH:19])=[C:14]([O:20][CH3:23])[C:11]=2[C:12]=1[CH3:13])=[O:7])([CH3:4])([CH3:2])[CH3:3].